Dataset: Forward reaction prediction with 1.9M reactions from USPTO patents (1976-2016). Task: Predict the product of the given reaction. (1) Given the reactants F[C:2]1[CH:7]=[CH:6][C:5]([N+:8]([O-:10])=[O:9])=[CH:4][CH:3]=1.[NH:11]1[CH2:16][CH2:15][O:14][CH2:13][CH2:12]1.C([O-])([O-])=O.[K+].[K+], predict the reaction product. The product is: [N+:8]([C:5]1[CH:6]=[CH:7][C:2]([N:11]2[CH2:16][CH2:15][O:14][CH2:13][CH2:12]2)=[CH:3][CH:4]=1)([O-:10])=[O:9]. (2) The product is: [CH3:30][C:29]([Si:26]([CH3:28])([CH3:27])[O:25][CH2:24][CH2:23][CH:7]([C:8](=[O:18])[CH2:9][CH2:10][C:11]1[CH:12]=[CH:13][C:14]([I:17])=[CH:15][CH:16]=1)[C:6]([O:5][C:1]([CH3:4])([CH3:2])[CH3:3])=[O:19])([CH3:32])[CH3:31]. Given the reactants [C:1]([O:5][C:6](=[O:19])[CH2:7][C:8](=[O:18])[CH2:9][CH2:10][C:11]1[CH:16]=[CH:15][C:14]([I:17])=[CH:13][CH:12]=1)([CH3:4])([CH3:3])[CH3:2].[H-].[Na+].Br[CH2:23][CH2:24][O:25][Si:26]([C:29]([CH3:32])([CH3:31])[CH3:30])([CH3:28])[CH3:27], predict the reaction product. (3) The product is: [NH2:6][C:7]1[C:16]2[N:17]=[C:18]([CH2:36][CH2:37][CH2:38][CH3:39])[N:19]([CH2:20][CH2:21][CH2:22][N:23]([CH2:24][C:25]3[CH:26]=[C:27]([CH2:31][C:32]([O:34][CH3:35])=[O:33])[CH:28]=[CH:29][CH:30]=3)[C:3](=[O:4])[CH2:2][Cl:1])[C:15]=2[C:14]2[CH:13]=[CH:12][CH:11]=[CH:10][C:9]=2[N:8]=1. Given the reactants [Cl:1][CH2:2][C:3](Cl)=[O:4].[NH2:6][C:7]1[C:16]2[N:17]=[C:18]([CH2:36][CH2:37][CH2:38][CH3:39])[N:19]([CH2:20][CH2:21][CH2:22][NH:23][CH2:24][C:25]3[CH:26]=[C:27]([CH2:31][C:32]([O:34][CH3:35])=[O:33])[CH:28]=[CH:29][CH:30]=3)[C:15]=2[C:14]2[CH:13]=[CH:12][CH:11]=[CH:10][C:9]=2[N:8]=1.Cl, predict the reaction product.